Dataset: Reaction yield outcomes from USPTO patents with 853,638 reactions. Task: Predict the reaction yield, written as a fraction of the theoretical maximum amount of product (1.0 means a 100% yield; for example, 0.34 means a 34% yield). The yield is 0.790. The reactants are [CH3:1][O:2][C:3]1[CH:4]=[C:5]2[C:10](=[CH:11][C:12]=1[O:13][CH3:14])[N:9]=[CH:8][N:7]=[C:6]2[O:15][C:16]1[C:17]([CH3:23])=[C:18]([CH:20]=[CH:21][CH:22]=1)[NH2:19].[C:24]([C:28]1[CH:32]=[C:31]([NH:33][C:34](=O)[O:35]C2C=CC=CC=2)[N:30]([C:43]2[CH:48]=[CH:47][C:46]([CH3:49])=[CH:45][CH:44]=2)[N:29]=1)([CH3:27])([CH3:26])[CH3:25]. No catalyst specified. The product is [C:24]([C:28]1[CH:32]=[C:31]([NH:33][C:34]([NH:19][C:18]2[CH:20]=[CH:21][CH:22]=[C:16]([O:15][C:6]3[C:5]4[C:10](=[CH:11][C:12]([O:13][CH3:14])=[C:3]([O:2][CH3:1])[CH:4]=4)[N:9]=[CH:8][N:7]=3)[C:17]=2[CH3:23])=[O:35])[N:30]([C:43]2[CH:48]=[CH:47][C:46]([CH3:49])=[CH:45][CH:44]=2)[N:29]=1)([CH3:27])([CH3:26])[CH3:25].